Dataset: Forward reaction prediction with 1.9M reactions from USPTO patents (1976-2016). Task: Predict the product of the given reaction. Given the reactants [NH2:1][C:2]1[C:11]2[N:12]=[C:13]([CH2:24][CH3:25])[N:14]([CH2:15][CH2:16][CH2:17][CH2:18][NH:19][S:20]([CH3:23])(=[O:22])=[O:21])[C:10]=2[C:9]2[CH:8]=[CH:7][C:6]([O:26]CC3C=CC=CC=3)=[CH:5][C:4]=2[N:3]=1.[H][H].Cl.[OH-].[Na+], predict the reaction product. The product is: [NH2:1][C:2]1[C:11]2[N:12]=[C:13]([CH2:24][CH3:25])[N:14]([CH2:15][CH2:16][CH2:17][CH2:18][NH:19][S:20]([CH3:23])(=[O:22])=[O:21])[C:10]=2[C:9]2[CH:8]=[CH:7][C:6]([OH:26])=[CH:5][C:4]=2[N:3]=1.